The task is: Predict the reactants needed to synthesize the given product.. This data is from Full USPTO retrosynthesis dataset with 1.9M reactions from patents (1976-2016). Given the product [Br:23][CH2:24][C:25]1[CH:30]=[CH:29][C:28]([CH2:31][O:1][C:2]2[C:3](=[O:16])[CH:4]=[C:5]([CH2:8][O:9][CH:10]3[CH2:15][CH2:14][CH2:13][CH2:12][O:11]3)[O:6][CH:7]=2)=[CH:27][CH:26]=1, predict the reactants needed to synthesize it. The reactants are: [OH:1][C:2]1[C:3](=[O:16])[CH:4]=[C:5]([CH2:8][O:9][CH:10]2[CH2:15][CH2:14][CH2:13][CH2:12][O:11]2)[O:6][CH:7]=1.C([O-])([O-])=O.[Cs+].[Cs+].[Br:23][CH2:24][C:25]1[CH:30]=[CH:29][C:28]([CH2:31]Br)=[CH:27][CH:26]=1.